This data is from Peptide-MHC class I binding affinity with 185,985 pairs from IEDB/IMGT. The task is: Regression. Given a peptide amino acid sequence and an MHC pseudo amino acid sequence, predict their binding affinity value. This is MHC class I binding data. (1) The peptide sequence is AGTINHPAI. The MHC is H-2-Db with pseudo-sequence H-2-Db. The binding affinity (normalized) is 0.529. (2) The MHC is BoLA-D18.4 with pseudo-sequence BoLA-D18.4. The binding affinity (normalized) is 0.437. The peptide sequence is TYFEEPAAF.